Predict the reaction yield, written as a fraction of the theoretical maximum amount of product (1.0 means a 100% yield; for example, 0.34 means a 34% yield). From a dataset of Reaction yield outcomes from USPTO patents with 853,638 reactions. The reactants are [C:1]1([CH2:7][N:8]([C@@H:16]([CH2:25][C:26]2[CH:31]=[CH:30][CH:29]=[CH:28][CH:27]=2)[C@H:17]([OH:24])[CH2:18][NH:19][CH2:20][CH:21]([CH3:23])[CH3:22])[CH2:9][C:10]2[CH:15]=[CH:14][CH:13]=[CH:12][CH:11]=2)[CH:6]=[CH:5][CH:4]=[CH:3][CH:2]=1.C(O)(=O)C(O)=O.C(=O)([O-])[O-].[K+].[K+].[O:44]1[C:48]2[CH:49]=[CH:50][C:51]([S:53](Cl)(=[O:55])=[O:54])=[CH:52][C:47]=2[O:46][CH2:45]1. The catalyst is O.O1CCOCC1.C(OCC)(=O)C. The product is [O:44]1[C:48]2[CH:49]=[CH:50][C:51]([S:53]([N:19]([CH2:18][C@@H:17]([OH:24])[C@@H:16]([N:8]([CH2:9][C:10]3[CH:15]=[CH:14][CH:13]=[CH:12][CH:11]=3)[CH2:7][C:1]3[CH:2]=[CH:3][CH:4]=[CH:5][CH:6]=3)[CH2:25][C:26]3[CH:31]=[CH:30][CH:29]=[CH:28][CH:27]=3)[CH2:20][CH:21]([CH3:23])[CH3:22])(=[O:54])=[O:55])=[CH:52][C:47]=2[O:46][CH2:45]1. The yield is 1.05.